This data is from Full USPTO retrosynthesis dataset with 1.9M reactions from patents (1976-2016). The task is: Predict the reactants needed to synthesize the given product. (1) Given the product [CH3:1][C:2]1[CH:6]=[CH:5][O:4][C:3]=1[C:7]([NH:9][C:10]1[CH:11]=[C:12]([C:16]#[C:17][C:18]2[CH:19]=[C:20]([C:24]([N:26]=[S:27]([CH2:35][C:36]([N:41]3[CH2:51][CH2:50][CH2:49][C@H:43]([C:44]([O:46][CH2:47][CH3:48])=[O:45])[CH2:42]3)=[O:37])([C:29]3[CH:30]=[CH:31][CH:32]=[CH:33][CH:34]=3)=[O:28])=[O:25])[CH:21]=[N:22][CH:23]=2)[CH:13]=[CH:14][CH:15]=1)=[O:8], predict the reactants needed to synthesize it. The reactants are: [CH3:1][C:2]1[CH:6]=[CH:5][O:4][C:3]=1[C:7]([NH:9][C:10]1[CH:11]=[C:12]([C:16]#[C:17][C:18]2[CH:19]=[C:20]([C:24]([N:26]=[S@:27]([CH2:35][C:36](OCC)=[O:37])([C:29]3[CH:34]=[CH:33][CH:32]=[CH:31][CH:30]=3)=[O:28])=[O:25])[CH:21]=[N:22][CH:23]=2)[CH:13]=[CH:14][CH:15]=1)=[O:8].[NH:41]1[CH2:51][CH2:50][CH2:49][CH:43]([C:44]([O:46][CH2:47][CH3:48])=[O:45])[CH2:42]1. (2) Given the product [NH2:8][C:7]1[C:2]([Cl:1])=[N:3][C:4]([Cl:19])=[CH:5][C:6]=1[NH:11][C:12](=[O:18])[O:13][C:14]([CH3:15])([CH3:16])[CH3:17], predict the reactants needed to synthesize it. The reactants are: [Cl:1][C:2]1[C:7]([N+:8]([O-])=O)=[C:6]([NH:11][C:12](=[O:18])[O:13][C:14]([CH3:17])([CH3:16])[CH3:15])[CH:5]=[C:4]([Cl:19])[N:3]=1. (3) Given the product [CH2:9]([C:8]([C:7](=[O:13])[CH3:6])=[CH:2][C:1]([OH:5])=[O:4])[CH2:10][CH2:11][CH3:12], predict the reactants needed to synthesize it. The reactants are: [C:1]([OH:5])(=[O:4])[CH:2]=O.[CH3:6][C:7](=[O:13])[CH2:8][CH2:9][CH2:10][CH2:11][CH3:12].